Task: Predict which catalyst facilitates the given reaction.. Dataset: Catalyst prediction with 721,799 reactions and 888 catalyst types from USPTO (1) Reactant: [Cl:1][C:2]1[CH:3]=[C:4]([NH:8][C:9]2[C:14]([NH2:15])=[CH:13][CH:12]=[CH:11][N:10]=2)[CH:5]=[CH:6][CH:7]=1.[C:16]([O:20][C:21]([NH:23][C@@H:24]([CH3:28])[C:25](O)=O)=[O:22])([CH3:19])([CH3:18])[CH3:17].C1C=NC2N(O)N=NC=2C=1.CN1CCOCC1.Cl.CN(C)CCCN=C=NCC. Product: [C:16]([O:20][C:21](=[O:22])[NH:23][C@H:24]([C:25]1[N:8]([C:4]2[CH:5]=[CH:6][CH:7]=[C:2]([Cl:1])[CH:3]=2)[C:9]2=[N:10][CH:11]=[CH:12][CH:13]=[C:14]2[N:15]=1)[CH3:28])([CH3:19])([CH3:18])[CH3:17]. The catalyst class is: 2. (2) Reactant: [CH3:1][N:2]1[CH2:10][C:9]2[C:4](=[C:5]([N+:11]([O-])=O)[CH:6]=[CH:7][CH:8]=2)[C:3]1=[O:14].O.O.Cl[Sn]Cl.[OH-].[Na+]. Product: [NH2:11][C:5]1[CH:6]=[CH:7][CH:8]=[C:9]2[C:4]=1[C:3](=[O:14])[N:2]([CH3:1])[CH2:10]2. The catalyst class is: 25. (3) Reactant: [Cl:1][C:2]1[N:7]=[C:6]([CH:8]2[CH2:10][CH2:9]2)[C:5]([I:11])=[C:4]([CH2:12][NH:13][C:14]([C@H:16]2[N:20](C(OC(C)(C)C)=O)[C@@H:19]([CH3:28])[C@H:18]([F:29])[CH2:17]2)=[O:15])[CH:3]=1. Product: [ClH:1].[Cl:1][C:2]1[N:7]=[C:6]([CH:8]2[CH2:10][CH2:9]2)[C:5]([I:11])=[C:4]([CH2:12][NH:13][C:14]([C@@H:16]2[CH2:17][C@@H:18]([F:29])[C@H:19]([CH3:28])[NH:20]2)=[O:15])[CH:3]=1. The catalyst class is: 33.